From a dataset of Full USPTO retrosynthesis dataset with 1.9M reactions from patents (1976-2016). Predict the reactants needed to synthesize the given product. (1) Given the product [Br:1][C:2]1[CH:10]=[CH:9][C:5]([C:6]([OH:8])=[O:7])=[C:4]([N:11]([C:25](=[O:26])[CH2:24][C:23]([O:29][CH2:30][CH3:31])=[O:28])[CH:12]([CH3:14])[CH3:13])[CH:3]=1, predict the reactants needed to synthesize it. The reactants are: [Br:1][C:2]1[CH:10]=[CH:9][C:5]([C:6]([OH:8])=[O:7])=[C:4]([NH:11][CH:12]([CH3:14])[CH3:13])[CH:3]=1.C(N(CC)CC)C.[Cl-].[C:23]([O:29][CH2:30][CH3:31])(=[O:28])[CH2:24][C:25]([O-])=[O:26].Cl. (2) Given the product [F:1][C:2]1[CH:7]=[CH:6][CH:5]=[CH:4][C:3]=1[C:8]1[N:9]=[N:10][N:11]([CH3:24])[C:12]=1[CH2:13][O:14][C:15]1[CH:23]=[CH:22][C:18]([C:19]([NH:25][N:26]2[CH2:31][CH2:30][O:29][CH2:28][CH2:27]2)=[O:21])=[CH:17][N:16]=1, predict the reactants needed to synthesize it. The reactants are: [F:1][C:2]1[CH:7]=[CH:6][CH:5]=[CH:4][C:3]=1[C:8]1[N:9]=[N:10][N:11]([CH3:24])[C:12]=1[CH2:13][O:14][C:15]1[CH:23]=[CH:22][C:18]([C:19]([OH:21])=O)=[CH:17][N:16]=1.[NH2:25][N:26]1[CH2:31][CH2:30][O:29][CH2:28][CH2:27]1. (3) Given the product [S:27]1[CH:28]=[CH:29][N:30]=[C:26]1[NH:25][C:17](=[O:19])[C@@H:16]([N:15]1[CH2:14][C:5]2[CH2:4][C:3]3[C:2]([Cl:1])=[CH:11][CH:10]=[CH:9][C:8]=3[O:7][C:6]=2[C:12]1=[O:13])[CH2:20][CH:21]([CH3:22])[CH3:23], predict the reactants needed to synthesize it. The reactants are: [Cl:1][C:2]1[CH:11]=[CH:10][CH:9]=[C:8]2[C:3]=1[CH2:4][C:5]([CH2:14][N:15](C)[C@@H:16]([CH2:20][CH:21]([CH3:23])[CH3:22])[C:17]([OH:19])=O)=[C:6]([CH:12]=[O:13])[O:7]2.[NH2:25][C:26]1[S:27][CH:28]=[CH:29][N:30]=1.ON1C2C=CC=CC=2N=N1. (4) Given the product [N+:1]([C:4]1[CH:5]=[C:6]([CH:25]=[CH:26][CH:27]=1)[O:7][C:8]1[CH:15]=[CH:14][C:11]2[CH2:19][O:20][B:16]([OH:17])[C:10]=2[CH:9]=1)([O-:3])=[O:2], predict the reactants needed to synthesize it. The reactants are: [N+:1]([C:4]1[CH:5]=[C:6]([CH:25]=[CH:26][CH:27]=1)[O:7][C:8]1[CH:15]=[CH:14][C:11](C=O)=[C:10]([B:16]2[O:20][C:19](C)(C)C(C)(C)[O:17]2)[CH:9]=1)([O-:3])=[O:2].[BH4-].[Na+]. (5) Given the product [NH2:1][C:2]1[C:11]2[N:12]=[C:13]([CH2:31][O:32][CH2:33][CH3:34])[N:14]([CH2:15][C:16]3[CH:30]=[CH:29][C:19]([CH2:20][NH:21][C:22](=[O:28])[O:23][C:24]([CH3:27])([CH3:26])[CH3:25])=[CH:18][CH:17]=3)[C:10]=2[C:9]2[CH:8]=[CH:7][C:6]([C:42]3[CH:43]=[N:44][CH:45]=[CH:46][CH:47]=3)=[CH:5][C:4]=2[N:3]=1, predict the reactants needed to synthesize it. The reactants are: [NH2:1][C:2]1[C:11]2[N:12]=[C:13]([CH2:31][O:32][CH2:33][CH3:34])[N:14]([CH2:15][C:16]3[CH:30]=[CH:29][C:19]([CH2:20][NH:21][C:22](=[O:28])[O:23][C:24]([CH3:27])([CH3:26])[CH3:25])=[CH:18][CH:17]=3)[C:10]=2[C:9]2[CH:8]=[CH:7][C:6](Br)=[CH:5][C:4]=2[N:3]=1.B1([C:42]2[CH:47]=[CH:46][CH:45]=[N:44][CH:43]=2)OCCCO1.C(O)CC.C(=O)([O-])[O-].[Na+].[Na+]. (6) Given the product [CH2:1]([O:3][C:4]([C:6]1[N:7]([C:28]2[CH:33]=[CH:32][C:31]([O:34][CH:35]([CH3:37])[CH3:36])=[CH:30][CH:29]=2)[C:8]2[C:13]([C:14]=1[C:16](=[O:18])[CH3:17])=[CH:12][C:11]([C:39]1[CH:44]=[CH:43][C:42]([C:45]([F:48])([F:47])[F:46])=[CH:41][N:40]=1)=[CH:10][CH:9]=2)=[O:5])[CH3:2], predict the reactants needed to synthesize it. The reactants are: [CH2:1]([O:3][C:4]([CH:6]1[C:14]([C:16](=[O:18])[CH3:17])(C)[C:13]2[C:8](=[CH:9][CH:10]=[C:11](B3OC(C)(C)C(C)(C)O3)[CH:12]=2)[N:7]1[C:28]1[CH:33]=[CH:32][C:31]([O:34][CH:35]([CH3:37])[CH3:36])=[CH:30][CH:29]=1)=[O:5])[CH3:2].Br[C:39]1[CH:44]=[CH:43][C:42]([C:45]([F:48])([F:47])[F:46])=[CH:41][N:40]=1. (7) Given the product [NH2:10][CH2:11][CH2:12][C:13]1[N:14]([CH3:26])[C:15](=[O:25])[CH:16]=[C:17]([C:19]2[CH:24]=[CH:23][N:22]=[CH:21][N:20]=2)[N:18]=1, predict the reactants needed to synthesize it. The reactants are: C(OC(=O)[NH:10][CH2:11][CH2:12][C:13]1[N:14]([CH3:26])[C:15](=[O:25])[CH:16]=[C:17]([C:19]2[CH:24]=[CH:23][N:22]=[CH:21][N:20]=2)[N:18]=1)C1C=CC=CC=1.Br.